This data is from Forward reaction prediction with 1.9M reactions from USPTO patents (1976-2016). The task is: Predict the product of the given reaction. (1) Given the reactants [CH3:1][C:2]1[C:3]([CH2:11][S:12][C:13]2[NH:17][C:16]3[CH:18]=[CH:19][C:20]([O:22][CH3:23])=[CH:21][C:15]=3[N:14]=2)=[N:4][CH:5]=[C:6]([CH3:10])[C:7]=1[O:8][CH3:9].[O-:24]S([O-])(=S)=O.[Na+].[Na+].C(O)(=O)C, predict the reaction product. The product is: [CH3:10][C:6]1[CH:5]=[N:4][C:3]([CH2:11][S+:12]([O-:24])[C:13]2[NH:17][C:16]3[CH:18]=[CH:19][C:20]([O:22][CH3:23])=[CH:21][C:15]=3[N:14]=2)=[C:2]([CH3:1])[C:7]=1[O:8][CH3:9]. (2) The product is: [NH2:20][C:18]1[N:17]=[CH:16][N:15]=[C:14]2[N:13]([C@@H:21]3[CH2:26][CH2:25][CH2:24][N:23]([C:36]([C:35](=[CH:39][CH:40]([CH3:42])[CH3:41])[C:33]#[N:34])=[O:37])[CH2:22]3)[N:12]=[C:11]([C:8]3[CH:9]=[CH:10][C:5]([O:4][C:3]4[CH:28]=[CH:29][CH:30]=[C:31]([F:32])[C:2]=4[F:1])=[CH:6][C:7]=3[F:27])[C:19]=12. Given the reactants [F:1][C:2]1[C:31]([F:32])=[CH:30][CH:29]=[CH:28][C:3]=1[O:4][C:5]1[CH:10]=[CH:9][C:8]([C:11]2[C:19]3[C:14](=[N:15][CH:16]=[N:17][C:18]=3[NH2:20])[N:13]([C@@H:21]3[CH2:26][CH2:25][CH2:24][NH:23][CH2:22]3)[N:12]=2)=[C:7]([F:27])[CH:6]=1.[C:33]([C:35](=[CH:39][CH:40]([CH3:42])[CH3:41])[C:36](O)=[O:37])#[N:34].CCN(C(C)C)C(C)C.CN(C(ON1N=NC2C=CC=NC1=2)=[N+](C)C)C.F[P-](F)(F)(F)(F)F, predict the reaction product. (3) The product is: [NH2:1][C:2]1[C:7]([C:8]#[N:9])=[C:6]([O:10][CH:11]([CH3:12])[CH3:13])[N:5]=[C:4]([NH:14][C:26](=[O:27])[CH2:25][C:18]2[CH:19]=[C:20]([O:23][CH3:24])[CH:21]=[CH:22][C:17]=2[O:16][CH3:15])[CH:3]=1. Given the reactants [NH2:1][C:2]1[C:7]([C:8]#[N:9])=[C:6]([O:10][CH:11]([CH3:13])[CH3:12])[N:5]=[C:4]([NH2:14])[CH:3]=1.[CH3:15][O:16][C:17]1[CH:22]=[CH:21][C:20]([O:23][CH3:24])=[CH:19][C:18]=1[CH2:25][C:26](Cl)=[O:27].O, predict the reaction product. (4) Given the reactants [CH2:1]([N:11]1[CH2:16][CH2:15][N:14]([C:17]([C:19]2[CH:36]=[CH:35][C:22]([O:23][C:24]3[N:29]=[CH:28][C:27](OS(C)(=O)=O)=[CH:26][CH:25]=3)=[CH:21][CH:20]=2)=[O:18])[CH2:13][CH2:12]1)[C:2]1[CH:10]=[CH:9][C:8]2[O:7][CH2:6][O:5][C:4]=2[CH:3]=1.[F:37][C:38]([F:47])([F:46])[C:39]1[CH:44]=[CH:43][C:42]([NH2:45])=[CH:41][CH:40]=1.[C:48](=O)(O)[O-].[Na+].C(OCC)(=O)C, predict the reaction product. The product is: [F:37][C:38]([F:46])([F:47])[C:39]1[CH:40]=[CH:41][C:42]([NH:45][CH2:48][C:27]2[CH:26]=[CH:25][C:24]([O:23][C:22]3[CH:35]=[CH:36][C:19]([C:17]([N:14]4[CH2:15][CH2:16][N:11]([CH2:1][C:2]5[CH:10]=[CH:9][C:8]6[O:7][CH2:6][O:5][C:4]=6[CH:3]=5)[CH2:12][CH2:13]4)=[O:18])=[CH:20][CH:21]=3)=[N:29][CH:28]=2)=[CH:43][CH:44]=1. (5) Given the reactants C[O:2][C:3](=[O:24])[C:4]1[CH:9]=[CH:8][CH:7]=[C:6]([C:10]2[N:11]=[N:12][N:13]([CH2:15][C:16]3[CH:21]=[CH:20][C:19]([O:22][CH3:23])=[CH:18][CH:17]=3)[N:14]=2)[CH:5]=1.O.[OH-].[Li+], predict the reaction product. The product is: [CH3:23][O:22][C:19]1[CH:18]=[CH:17][C:16]([CH2:15][N:13]2[N:12]=[N:11][C:10]([C:6]3[CH:5]=[C:4]([CH:9]=[CH:8][CH:7]=3)[C:3]([OH:24])=[O:2])=[N:14]2)=[CH:21][CH:20]=1. (6) Given the reactants [I:1][C:2]1[C:10]2[C:5](=[CH:6][CH:7]=[C:8]([CH:11]=[O:12])[CH:9]=2)[N:4]([CH2:13][O:14][CH2:15][CH2:16][Si:17]([CH3:20])([CH3:19])[CH3:18])[N:3]=1.[CH2:21](O)[CH2:22][OH:23].C1(C)C=CC(S(O)(=O)=O)=CC=1, predict the reaction product. The product is: [O:12]1[CH2:21][CH2:22][O:23][CH:11]1[C:8]1[CH:9]=[C:10]2[C:5](=[CH:6][CH:7]=1)[N:4]([CH2:13][O:14][CH2:15][CH2:16][Si:17]([CH3:20])([CH3:19])[CH3:18])[N:3]=[C:2]2[I:1]. (7) Given the reactants [N:1]#[C:2]Br.C([O-])([O-])=O.[Na+].[Na+].[CH3:10][NH2:11].[CH3:12][CH2:13][O:14][CH2:15][CH3:16], predict the reaction product. The product is: [O:14]1[CH2:15][CH2:16][CH2:12][C@@H:13]1[CH2:10][NH:11][C:2]#[N:1]. (8) Given the reactants Br[C:2]1[CH:3]=[C:4]([C:8]2[N:12]3[N:13]=[CH:14][C:15]([C:17]([F:20])([F:19])[F:18])=[N:16][C:11]3=[N:10][CH:9]=2)[CH:5]=[CH:6][CH:7]=1.C([Sn](CCCC)(CCCC)[C:26]1[S:27][CH:28]=[CH:29][N:30]=1)CCC, predict the reaction product. The product is: [S:27]1[CH:28]=[CH:29][N:30]=[C:26]1[C:2]1[CH:3]=[C:4]([C:8]2[N:12]3[N:13]=[CH:14][C:15]([C:17]([F:20])([F:19])[F:18])=[N:16][C:11]3=[N:10][CH:9]=2)[CH:5]=[CH:6][CH:7]=1. (9) Given the reactants C([O:7][CH2:8][CH3:9])(=O)CCC=C.C[N+]1([O-])CC[O:14][CH2:13]C1.C[OH:19].ClCCl.[O:23]1[CH2:27][CH2:26][CH2:25][CH2:24]1, predict the reaction product. The product is: [CH2:8]([O:7][C:27](=[O:23])[CH2:26][CH2:25][CH:24]([OH:19])[CH2:13][OH:14])[CH3:9].